This data is from Forward reaction prediction with 1.9M reactions from USPTO patents (1976-2016). The task is: Predict the product of the given reaction. (1) Given the reactants [NH2:1][C:2]([C:4]1[C:13]([NH:14][CH:15]([CH3:17])[CH3:16])=[CH:12][C:7]([C:8]([O:10]C)=[O:9])=[C:6]([CH3:18])[CH:5]=1)=[O:3].[OH-].[Na+].Cl, predict the reaction product. The product is: [NH2:1][C:2]([C:4]1[C:13]([NH:14][CH:15]([CH3:16])[CH3:17])=[CH:12][C:7]([C:8]([OH:10])=[O:9])=[C:6]([CH3:18])[CH:5]=1)=[O:3]. (2) Given the reactants [CH3:1][C:2]1[N:7]=[C:6]([O:8][C:9]2[CH:10]=[C:11]([CH:26]=[CH:27][CH:28]=2)[CH:12]=[C:13]2[CH2:18][CH2:17][N:16](C(OC(C)(C)C)=O)[CH2:15][CH2:14]2)[CH:5]=[CH:4][CH:3]=1.[ClH:29].O1CCOCC1, predict the reaction product. The product is: [ClH:29].[CH3:1][C:2]1[CH:3]=[CH:4][CH:5]=[C:6]([O:8][C:9]2[CH:28]=[CH:27][CH:26]=[C:11]([CH:12]=[C:13]3[CH2:18][CH2:17][NH:16][CH2:15][CH2:14]3)[CH:10]=2)[N:7]=1. (3) The product is: [F:1][C:2]1[CH:7]=[CH:6][C:5]([N:8]=[C:9]2[N:13]([CH2:19][CH:20]([CH3:22])[CH3:21])[C@@H:12]([CH2:14][CH:15]([CH3:16])[CH3:17])[CH2:11][S:10]2)=[C:4]([CH3:18])[CH:3]=1. Given the reactants [F:1][C:2]1[CH:7]=[CH:6][C:5]([N:8]=[C:9]2[NH:13][C@@H:12]([CH2:14][CH:15]([CH3:17])[CH3:16])[CH2:11][S:10]2)=[C:4]([CH3:18])[CH:3]=1.[CH2:19](Br)[CH:20]([CH3:22])[CH3:21], predict the reaction product. (4) Given the reactants [Cl:1][C:2]1[N:7]=[CH:6][C:5]([S:8](Cl)(=[O:10])=[O:9])=[CH:4][CH:3]=1.[NH2:12][CH:13]1[CH2:18][CH2:17][N:16]([C:19]([O:21][C:22]([CH3:25])([CH3:24])[CH3:23])=[O:20])[CH2:15][CH2:14]1.C(N(CC)CC)C, predict the reaction product. The product is: [Cl:1][C:2]1[N:7]=[CH:6][C:5]([S:8]([NH:12][CH:13]2[CH2:14][CH2:15][N:16]([C:19]([O:21][C:22]([CH3:25])([CH3:24])[CH3:23])=[O:20])[CH2:17][CH2:18]2)(=[O:10])=[O:9])=[CH:4][CH:3]=1. (5) Given the reactants [C:1]([CH:3]([CH:7]1[C:11]([Cl:12])=[C:10](Cl)C(=O)O1)[C:4]([NH2:6])=[O:5])#[N:2].Cl.[CH2:16]([S:18]([C:21]1[CH:26]=[CH:25][C:24]([F:27])=[CH:23][C:22]=1[CH2:28][NH2:29])(=[O:20])=[O:19])[CH3:17].C(=O)([O-])[O-].[K+].[K+].[OH-].[Na+], predict the reaction product. The product is: [ClH:12].[Cl:12][C:11]1[CH:7]=[C:3]([C:4]([NH2:6])=[O:5])[C:1](=[NH:2])[N:29]([CH2:28][C:22]2[CH:23]=[C:24]([F:27])[CH:25]=[CH:26][C:21]=2[S:18]([CH2:16][CH3:17])(=[O:20])=[O:19])[CH:10]=1.